Predict the reactants needed to synthesize the given product. From a dataset of Full USPTO retrosynthesis dataset with 1.9M reactions from patents (1976-2016). (1) Given the product [C:1]([O:5][C:6]([N:8]([CH2:13][CH2:14][CH2:15][O:16][CH3:17])[N:9]=[C:18]([CH3:23])[CH3:19])=[O:7])([CH3:4])([CH3:3])[CH3:2], predict the reactants needed to synthesize it. The reactants are: [C:1]([O:5][C:6]([NH:8][NH2:9])=[O:7])([CH3:4])([CH3:3])[CH3:2].[OH-].[K+].Br[CH2:13][CH2:14][CH2:15][O:16][CH3:17].[C:18]1(C)[CH:23]=CC=C[CH:19]=1. (2) Given the product [C:30]12([NH:40][C:7]3[C:6]4[C:11](=[CH:12][CH:13]=[C:4]([N+:1]([O-:3])=[O:2])[CH:5]=4)[N:10]=[C:9]([Cl:18])[N:8]=3)[CH2:37][CH:36]3[CH2:35][CH:34]([CH2:33][CH:32]([CH2:38]3)[CH2:31]1)[CH2:39]2, predict the reactants needed to synthesize it. The reactants are: [N+:1]([C:4]1[CH:5]=[C:6]2[C:11](=[CH:12][CH:13]=1)[NH:10][C:9](=O)[NH:8][C:7]2=O)([O-:3])=[O:2].P(Cl)(Cl)([Cl:18])=O.C(N(C(C)C)C=O)(C)C.[C:30]12([NH2:40])[CH2:39][CH:34]3[CH2:35][CH:36]([CH2:38][CH:32]([CH2:33]3)[CH2:31]1)[CH2:37]2.C(N(CC)CC)C. (3) Given the product [NH2:6][C:5]1[CH:7]=[C:8]([Cl:9])[C:2]([C:12]#[N:13])=[C:3]([Cl:10])[CH:4]=1, predict the reactants needed to synthesize it. The reactants are: Br[C:2]1[C:8]([Cl:9])=[CH:7][C:5]([NH2:6])=[CH:4][C:3]=1[Cl:10].[Cu][C:12]#[N:13].